This data is from Forward reaction prediction with 1.9M reactions from USPTO patents (1976-2016). The task is: Predict the product of the given reaction. Given the reactants [N+:1]([C:4]1[CH:5]=[N:6][N:7]([CH2:9][CH2:10][N:11]2[CH2:16][CH2:15][O:14][CH2:13][CH2:12]2)[CH:8]=1)([O-])=O.[H][H], predict the reaction product. The product is: [N:11]1([CH2:10][CH2:9][N:7]2[CH:8]=[C:4]([NH2:1])[CH:5]=[N:6]2)[CH2:16][CH2:15][O:14][CH2:13][CH2:12]1.